From a dataset of Catalyst prediction with 721,799 reactions and 888 catalyst types from USPTO. Predict which catalyst facilitates the given reaction. (1) Reactant: C(Cl)(=O)C(Cl)=O.[Br:7][C:8]1[CH:16]=[CH:15][C:11]([C:12](O)=[O:13])=[CH:10][C:9]=1[F:17].[CH3:18][N:19](C=O)[CH3:20]. Product: [Br:7][C:8]1[CH:16]=[CH:15][C:11]([C:12]([N:19]([CH3:20])[CH3:18])=[O:13])=[CH:10][C:9]=1[F:17]. The catalyst class is: 2. (2) Reactant: Cl.[NH2:2][C:3]1([C:6]([O:8][CH2:9][CH3:10])=[O:7])[CH2:5][CH2:4]1.Br[CH2:12][C:13]([C:15]1[CH:20]=[CH:19][CH:18]=[CH:17][CH:16]=1)=[O:14].C([O-])(O)=O.[Na+].O. Product: [O:14]=[C:13]([C:15]1[CH:20]=[CH:19][CH:18]=[CH:17][CH:16]=1)[CH2:12][NH:2][C:3]1([C:6]([O:8][CH2:9][CH3:10])=[O:7])[CH2:5][CH2:4]1. The catalyst class is: 3. (3) Reactant: [F:1][C:2]1[CH:7]=[C:6]([N+:8]([O-:10])=[O:9])[CH:5]=[CH:4][C:3]=1[OH:11].[CH2:12](Br)[C:13]1[CH:18]=[CH:17][CH:16]=[CH:15][CH:14]=1.C(=O)([O-])[O-].[K+].[K+]. Product: [CH2:12]([O:11][C:3]1[CH:4]=[CH:5][C:6]([N+:8]([O-:10])=[O:9])=[CH:7][C:2]=1[F:1])[C:13]1[CH:18]=[CH:17][CH:16]=[CH:15][CH:14]=1. The catalyst class is: 3. (4) The catalyst class is: 237. Reactant: [CH3:1][C:2]1[CH:7]=[CH:6][C:5]([OH:8])=[CH:4][C:3]=1[N+:9]([O-:11])=[O:10].[CH2:12](Br)[CH2:13][CH2:14][CH3:15].C(=O)([O-])[O-].[Na+].[Na+].CN(C=O)C. Product: [CH2:12]([O:8][C:5]1[CH:6]=[CH:7][C:2]([CH3:1])=[C:3]([N+:9]([O-:11])=[O:10])[CH:4]=1)[CH2:13][CH2:14][CH3:15]. (5) Reactant: [C:1]([OH:10])(=[O:9])[C:2]1[C:3](=[CH:5][CH:6]=[CH:7][CH:8]=1)[OH:4].[C:11](OC(=O)C)(=[O:13])[CH3:12]. Product: [CH3:12][C:11]([O:4][C:3]1[CH:5]=[CH:6][CH:7]=[CH:8][C:2]=1[C:1]([OH:10])=[O:9])=[O:13]. The catalyst class is: 15. (6) Reactant: [F:1][C:2]1[CH:3]=[C:4]2[N:10]([CH2:11][CH:12]=O)[C:9](=[O:14])[S:8][C:5]2=[N:6][CH:7]=1.[O:15]1[C:24]2[CH:23]=[C:22]([CH2:25][N:26]([CH:34]3[CH2:39][CH2:38][NH:37][CH2:36][CH2:35]3)C(=O)OC(C)(C)C)[N:21]=[CH:20][C:19]=2[O:18][CH2:17][CH2:16]1.CO.FC(F)(F)C(O)=O.C(Cl)(Cl)[Cl:50]. Product: [ClH:50].[ClH:50].[O:15]1[C:24]2[CH:23]=[C:22]([CH2:25][NH:26][CH:34]3[CH2:39][CH2:38][N:37]([CH2:12][CH2:11][N:10]4[C:4]5[C:5](=[N:6][CH:7]=[C:2]([F:1])[CH:3]=5)[S:8][C:9]4=[O:14])[CH2:36][CH2:35]3)[N:21]=[CH:20][C:19]=2[O:18][CH2:17][CH2:16]1. The catalyst class is: 699. (7) Reactant: [F:1][C:2]1[CH:41]=[CH:40][C:39]([F:42])=[CH:38][C:3]=1[CH2:4][N:5]1[CH:9]=[C:8]([C:10]2[C:18]3[C:13](=[N:14][CH:15]=[C:16]([C:19]4[CH:20]=[C:21]([N:25]5[CH2:30][CH2:29][N:28](C(OC(C)(C)C)=O)[CH2:27][CH2:26]5)[CH:22]=[CH:23][CH:24]=4)[CH:17]=3)[NH:12][CH:11]=2)[CH:7]=[N:6]1.Cl.CCOCC. Product: [F:1][C:2]1[CH:41]=[CH:40][C:39]([F:42])=[CH:38][C:3]=1[CH2:4][N:5]1[CH:9]=[C:8]([C:10]2[C:18]3[C:13](=[N:14][CH:15]=[C:16]([C:19]4[CH:24]=[CH:23][CH:22]=[C:21]([N:25]5[CH2:26][CH2:27][NH:28][CH2:29][CH2:30]5)[CH:20]=4)[CH:17]=3)[NH:12][CH:11]=2)[CH:7]=[N:6]1. The catalyst class is: 254. (8) Reactant: [BrH:1].IC(C)CN[C:6]1[C:11](I)=[CH:10][CH:9]=[CH:8][CH:7]=1.N([O-])=O.[Na+].O.O.O.O.O.O.O.O.O.O.C(=O)([O-])[O-].[Na+].[Na+]. Product: [Br:1][C:6]1[C:7]([CH:6]([CH3:11])[CH3:7])=[CH:8][CH:9]=[CH:10][C:11]=1[CH:9]([CH3:10])[CH3:8]. The catalyst class is: 6. (9) Reactant: C[O:2][C:3](=[O:23])[CH:4]([C:11]1[CH:16]=[CH:15][C:14]([C:17]#[C:18][Si](C)(C)C)=[CH:13][CH:12]=1)[CH2:5][CH:6]1[CH2:10][CH2:9][CH2:8][CH2:7]1.[OH-].[Li+]. Product: [CH:6]1([CH2:5][CH:4]([C:11]2[CH:16]=[CH:15][C:14]([C:17]#[CH:18])=[CH:13][CH:12]=2)[C:3]([OH:23])=[O:2])[CH2:10][CH2:9][CH2:8][CH2:7]1. The catalyst class is: 24.